From a dataset of Full USPTO retrosynthesis dataset with 1.9M reactions from patents (1976-2016). Predict the reactants needed to synthesize the given product. (1) The reactants are: [F:1][C:2]([F:27])([F:26])[C:3]1[CH:4]=[CH:5][C:6]([O:9][C:10]2[CH:15]=[CH:14][C:13]([O:16][C:17]([N:19]3[CH2:24][CH2:23][CH:22]([OH:25])[CH2:21][CH2:20]3)=[O:18])=[CH:12][CH:11]=2)=[N:7][CH:8]=1.[N:28]1[CH:33]=[CH:32][CH:31]=[CH:30][C:29]=1[CH2:34][C:35]1[CH:40]=[CH:39][C:38](O)=[CH:37][CH:36]=1.C(OCC)(=O)C.CCCCCCC.Cl. Given the product [F:27][C:2]([F:1])([F:26])[C:3]1[CH:4]=[CH:5][C:6]([O:9][C:10]2[CH:11]=[CH:12][C:13]([O:16][C:17]([N:19]3[CH2:20][CH2:21][CH:22]([O:25][C:38]4[CH:37]=[CH:36][C:35]([CH2:34][C:29]5[CH:30]=[CH:31][CH:32]=[CH:33][N:28]=5)=[CH:40][CH:39]=4)[CH2:23][CH2:24]3)=[O:18])=[CH:14][CH:15]=2)=[N:7][CH:8]=1, predict the reactants needed to synthesize it. (2) Given the product [CH:14]([C:17]1[CH:18]=[CH:19][C:20]([O:26][CH3:27])=[C:21]([C:2]2[C:3]([C:4]#[N:5])=[CH:6][C:7]([C:10]([F:13])([F:12])[F:11])=[CH:8][CH:9]=2)[CH:22]=1)([CH3:16])[CH3:15], predict the reactants needed to synthesize it. The reactants are: I[C:2]1[CH:9]=[CH:8][C:7]([C:10]([F:13])([F:12])[F:11])=[CH:6][C:3]=1[C:4]#[N:5].[CH:14]([C:17]1[CH:18]=[CH:19][C:20]([O:26][CH3:27])=[C:21](B(O)O)[CH:22]=1)([CH3:16])[CH3:15].C([O-])([O-])=O.[Na+].[Na+].C(O)C. (3) Given the product [F:1][C:2]([F:19])([F:18])[C:3]1[CH:4]=[C:5]([C:9]2[CH:10]=[N:11][C:12]([CH:15]([NH2:22])[CH3:16])=[N:13][CH:14]=2)[CH:6]=[CH:7][CH:8]=1, predict the reactants needed to synthesize it. The reactants are: [F:1][C:2]([F:19])([F:18])[C:3]1[CH:4]=[C:5]([C:9]2[CH:10]=[N:11][C:12]([C:15](=O)[CH3:16])=[N:13][CH:14]=2)[CH:6]=[CH:7][CH:8]=1.[BH3-]C#[N:22].[Na+]. (4) Given the product [CH:19]1([S:25]([NH:1][C:2]2[CH:3]=[C:4]([CH:16]=[CH:17][CH:18]=2)[O:5][CH2:6][CH2:7][NH:8][C:9](=[O:15])[O:10][C:11]([CH3:14])([CH3:13])[CH3:12])(=[O:27])=[O:26])[CH2:24][CH2:23][CH2:22][CH2:21][CH2:20]1, predict the reactants needed to synthesize it. The reactants are: [NH2:1][C:2]1[CH:3]=[C:4]([CH:16]=[CH:17][CH:18]=1)[O:5][CH2:6][CH2:7][NH:8][C:9](=[O:15])[O:10][C:11]([CH3:14])([CH3:13])[CH3:12].[CH:19]1([S:25](Cl)(=[O:27])=[O:26])[CH2:24][CH2:23][CH2:22][CH2:21][CH2:20]1. (5) The reactants are: [CH3:1][C:2]1[N:7]=[C:6]([N:8]2[CH2:12][CH2:11][C:10]3([CH2:17][CH2:16][N:15](C(OC(C)(C)C)=O)[CH2:14][CH2:13]3)[CH2:9]2)[CH:5]=[CH:4][C:3]=1[S:25]([CH3:28])(=[O:27])=[O:26].Cl. Given the product [CH3:1][C:2]1[N:7]=[C:6]([N:8]2[CH2:12][CH2:11][C:10]3([CH2:13][CH2:14][NH:15][CH2:16][CH2:17]3)[CH2:9]2)[CH:5]=[CH:4][C:3]=1[S:25]([CH3:28])(=[O:27])=[O:26], predict the reactants needed to synthesize it. (6) Given the product [C:8]([C:10]1[C:18]2[C:13](=[CH:14][CH:15]=[C:16]([CH2:19][CH2:20][NH:21][C:22](=[O:36])[C:23]3[CH:28]=[CH:27][C:26]([C:29]4[CH:34]=[CH:33][N:32]=[C:31]([N:5]5[CH2:6][CH2:7][CH:2]([OH:1])[CH2:3][CH2:4]5)[N:30]=4)=[CH:25][CH:24]=3)[CH:17]=2)[NH:12][CH:11]=1)#[N:9], predict the reactants needed to synthesize it. The reactants are: [OH:1][CH:2]1[CH2:7][CH2:6][NH:5][CH2:4][CH2:3]1.[C:8]([C:10]1[C:18]2[C:13](=[CH:14][CH:15]=[C:16]([CH2:19][CH2:20][NH:21][C:22](=[O:36])[C:23]3[CH:28]=[CH:27][C:26]([C:29]4[CH:34]=[CH:33][N:32]=[C:31](Cl)[N:30]=4)=[CH:25][CH:24]=3)[CH:17]=2)[NH:12][CH:11]=1)#[N:9]. (7) The reactants are: C(N(CC)CC)C.[C:8]([C:12]1[CH:13]=[C:14]([C:21]2[O:22][CH:23]=[N:24][N:25]=2)[C:15]([O:19][CH3:20])=[C:16]([CH:18]=1)[NH2:17])([CH3:11])([CH3:10])[CH3:9].C1([O:32][C:33](=O)[NH:34][C:35]2[C:44]3[C:39](=[CH:40][CH:41]=[CH:42][CH:43]=3)[C:38]([O:45][C:46]3[CH:51]=[CH:50][N:49]=[C:48]([NH:52][C:53]4[CH:58]=[C:57]([O:59][CH2:60][CH2:61][O:62][CH2:63][CH2:64][O:65][CH2:66][CH2:67][O:68][CH3:69])[CH:56]=[C:55]([O:70][CH3:71])[CH:54]=4)[N:47]=3)=[CH:37][CH:36]=2)C=CC=CC=1. Given the product [C:8]([C:12]1[CH:13]=[C:14]([C:21]2[O:22][CH:23]=[N:24][N:25]=2)[C:15]([O:19][CH3:20])=[C:16]([NH:17][C:33]([NH:34][C:35]2[C:44]3[C:39](=[CH:40][CH:41]=[CH:42][CH:43]=3)[C:38]([O:45][C:46]3[CH:51]=[CH:50][N:49]=[C:48]([NH:52][C:53]4[CH:58]=[C:57]([O:59][CH2:60][CH2:61][O:62][CH2:63][CH2:64][O:65][CH2:66][CH2:67][O:68][CH3:69])[CH:56]=[C:55]([O:70][CH3:71])[CH:54]=4)[N:47]=3)=[CH:37][CH:36]=2)=[O:32])[CH:18]=1)([CH3:11])([CH3:9])[CH3:10], predict the reactants needed to synthesize it. (8) Given the product [CH2:1]([O:8][C:9]1[CH:14]=[CH:13][C:12]([N:15]2[CH:17]=[C:18]3[C:19]([CH:20]=[CH:21][C:22]([O:24][CH3:25])=[CH:23]3)=[N:16]2)=[CH:11][CH:10]=1)[C:2]1[CH:7]=[CH:6][CH:5]=[CH:4][CH:3]=1, predict the reactants needed to synthesize it. The reactants are: [CH2:1]([O:8][C:9]1[CH:14]=[CH:13][C:12]([N:15]([CH2:17][C:18]2[CH:23]=[C:22]([O:24][CH3:25])[CH:21]=[CH:20][C:19]=2Br)[NH2:16])=[CH:11][CH:10]=1)[C:2]1[CH:7]=[CH:6][CH:5]=[CH:4][CH:3]=1.CC(C)([O-])C.[Na+]. (9) Given the product [C:27]([C:22]1[CH:23]=[C:24]2[C:19](=[CH:20][CH:21]=1)[C:18](=[O:31])[N:17]([C:13]1[C:12]([CH2:32][OH:33])=[C:11]([C:9]3[O:10][C:6]([C:4]([NH2:38])=[O:3])=[C:7]([CH3:37])[N:8]=3)[CH:16]=[CH:15][CH:14]=1)[N:26]=[CH:25]2)([CH3:29])([CH3:28])[CH3:30], predict the reactants needed to synthesize it. The reactants are: C([O:3][C:4]([C:6]1[O:10][C:9]([C:11]2[CH:16]=[CH:15][CH:14]=[C:13]([N:17]3[N:26]=[CH:25][C:24]4[C:19](=[CH:20][CH:21]=[C:22]([C:27]([CH3:30])([CH3:29])[CH3:28])[CH:23]=4)[C:18]3=[O:31])[C:12]=2[CH2:32][O:33]C(=O)C)=[N:8][C:7]=1[CH3:37])=O)C.[NH3:38].CO.